Dataset: Reaction yield outcomes from USPTO patents with 853,638 reactions. Task: Predict the reaction yield, written as a fraction of the theoretical maximum amount of product (1.0 means a 100% yield; for example, 0.34 means a 34% yield). (1) The reactants are [Cl:1][C:2]1[CH:18]=[CH:17][C:16]2[C:7]3=[N:8][C:9](C#N)=[C:10]([C:12]#[N:13])[N:11]=[C:6]3[C:5](=[O:19])[C:4]=2[CH:3]=1.[OH:20]O.ClCCl. The catalyst is CS(C)=O. The product is [Cl:1][C:2]1[CH:18]=[CH:17][C:16]2[C:7]3=[N:8][C:9]([OH:20])=[C:10]([C:12]#[N:13])[N:11]=[C:6]3[C:5](=[O:19])[C:4]=2[CH:3]=1. The yield is 0.700. (2) The reactants are [CH2:1]([O:3][C:4]1[CH:5]=[C:6]2[C:11](=[CH:12][CH:13]=1)[N:10]=[CH:9][CH:8]=[C:7]2[CH3:14])[CH3:2].C([N-]C(C)C)(C)C.[Li+].CON(C)[C:26]([C:28]1[CH:33]=[CH:32][CH:31]=[C:30]([CH3:34])[N:29]=1)=[O:27]. The catalyst is C1COCC1. The product is [CH2:1]([O:3][C:4]1[CH:5]=[C:6]2[C:11](=[CH:12][CH:13]=1)[N:10]=[CH:9][CH:8]=[C:7]2[CH2:14][C:26]([C:28]1[CH:33]=[CH:32][CH:31]=[C:30]([CH3:34])[N:29]=1)=[O:27])[CH3:2]. The yield is 0.200. (3) The product is [C:12]1([C:11]2[NH:21][C:20](=[O:19])[NH:1][C:2]3[C:10]=2[CH:9]=[C:8]2[CH:7]=[CH:6][CH:5]=[C:4]2[CH:3]=3)[CH:17]=[CH:16][CH:15]=[CH:14][CH:13]=1. The catalyst is C(O)(=O)C.O. The yield is 0.790. The reactants are [NH2:1][C:2]1[CH:3]=[C:4]2[C:8](=[CH:9][C:10]=1[C:11](=O)[C:12]1[CH:17]=[CH:16][CH:15]=[CH:14][CH:13]=1)[CH2:7][CH2:6][CH2:5]2.[O-:19][C:20]#[N:21].[Na+]. (4) The reactants are [N:1]([C:4]1[C:13]2[C:8](=[CH:9][CH:10]=[CH:11][CH:12]=2)[CH:7]=[CH:6][CH:5]=1)=[C:2]=[O:3].[C:14]1([CH2:22][OH:23])[CH:19]=[CH:18][C:17]([CH2:20][OH:21])=[CH:16][CH:15]=1. The catalyst is CN(C=O)C.CN(C1C=CN=CC=1)C. The product is [C:4]1([NH:1][C:2](=[O:3])[O:21][CH2:20][C:17]2[CH:18]=[CH:19][C:14]([CH2:22][OH:23])=[CH:15][CH:16]=2)[C:13]2[C:8](=[CH:9][CH:10]=[CH:11][CH:12]=2)[CH:7]=[CH:6][CH:5]=1. The yield is 0.560. (5) The reactants are [CH3:1][C:2]1[CH:3]=[C:4]([C:8]2[N:9]=[C:10]3[CH:15]=[CH:14][CH:13]=[N:12][N:11]3[C:16]=2[C:17]2[CH:22]=[CH:21][N:20]=[C:19]([NH2:23])[CH:18]=2)[CH:5]=[CH:6][CH:7]=1.[CH:24]1([C:27](Cl)=[O:28])[CH2:26][CH2:25]1.C(N(CC)CC)C. The catalyst is O1CCCC1.[Cl-].[Na+].O. The product is [CH3:1][C:2]1[CH:3]=[C:4]([C:8]2[N:9]=[C:10]3[CH:15]=[CH:14][CH:13]=[N:12][N:11]3[C:16]=2[C:17]2[CH:22]=[CH:21][N:20]=[C:19]([NH:23][C:27]([CH:24]3[CH2:26][CH2:25]3)=[O:28])[CH:18]=2)[CH:5]=[CH:6][CH:7]=1. The yield is 0.580. (6) The reactants are [CH2:1]([C:3]1[CH:9]=[CH:8][CH:7]=[C:6]([CH3:10])[C:4]=1[NH2:5])[CH3:2].[Br:11]N1C(=O)CCC1=O.[Na+].[Cl-]. The catalyst is CN(C=O)C. The product is [Br:11][C:8]1[CH:7]=[C:6]([CH3:10])[C:4]([NH2:5])=[C:3]([CH2:1][CH3:2])[CH:9]=1. The yield is 1.00.